Dataset: Forward reaction prediction with 1.9M reactions from USPTO patents (1976-2016). Task: Predict the product of the given reaction. (1) Given the reactants Cl.[NH:2]1[CH2:7][CH2:6][CH:5]([NH:8][C:9]([C:11]2[C:15]3[N:16]=[CH:17][N:18]=[C:19]([C:20]4[CH:25]=[C:24]([F:26])[C:23]([OH:27])=[CH:22][C:21]=4[O:28][CH2:29][CH:30]4[CH2:32][CH2:31]4)[C:14]=3[NH:13][CH:12]=2)=[O:10])[CH2:4][CH2:3]1.Cl[C:34]([CH2:36][O:37]C(=O)C)=[O:35], predict the reaction product. The product is: [OH:37][CH2:36][C:34]([N:2]1[CH2:3][CH2:4][CH:5]([NH:8][C:9]([C:11]2[C:15]3[N:16]=[CH:17][N:18]=[C:19]([C:20]4[CH:25]=[C:24]([F:26])[C:23]([OH:27])=[CH:22][C:21]=4[O:28][CH2:29][CH:30]4[CH2:32][CH2:31]4)[C:14]=3[NH:13][CH:12]=2)=[O:10])[CH2:6][CH2:7]1)=[O:35]. (2) Given the reactants [Cl:1][CH2:2][CH2:3]Cl.[CH:5]1([C:8]2[CH:13]=[CH:12]C(CO)=[CH:10][C:9]=2[O:16][C:17]([F:20])([F:19])[F:18])[CH2:7][CH2:6]1.S(Cl)(Cl)=O, predict the reaction product. The product is: [Cl:1][CH2:2][C:3]1[CH:12]=[CH:13][C:8]([CH:5]2[CH2:6][CH2:7]2)=[C:9]([O:16][C:17]([F:18])([F:20])[F:19])[CH:10]=1. (3) Given the reactants [F:1][C:2]([F:24])([F:23])[C:3]1[CH:4]=[C:5]([N:13]2[CH2:17][CH2:16][CH:15]([S:18][CH2:19][C:20]([OH:22])=[O:21])[CH2:14]2)[CH:6]=[C:7]([C:9]([F:12])([F:11])[F:10])[CH:8]=1.ClC1C=CC=C(C(OO)=[O:33])C=1, predict the reaction product. The product is: [F:24][C:2]([F:1])([F:23])[C:3]1[CH:4]=[C:5]([N:13]2[CH2:17][CH2:16][CH:15]([S:18]([CH2:19][C:20]([OH:22])=[O:21])=[O:33])[CH2:14]2)[CH:6]=[C:7]([C:9]([F:11])([F:10])[F:12])[CH:8]=1. (4) Given the reactants [CH3:1][C@@H:2]1[CH2:7][CH2:6][NH:5][CH2:4][C@@H:3]1[N:8]1[C:12]2=[C:13]3[CH:19]=[CH:18][NH:17][C:14]3=[N:15][CH:16]=[C:11]2[CH:10]=[CH:9]1.[C:20]1([CH2:26][S:27](Cl)(=[O:29])=[O:28])[CH:25]=[CH:24][CH:23]=[CH:22][CH:21]=1.N1C=CC=CC=1.C(=O)([O-])[O-], predict the reaction product. The product is: [CH2:26]([S:27]([N:5]1[CH2:6][CH2:7][C@@H:2]([CH3:1])[C@@H:3]([N:8]2[C:12]3=[C:13]4[CH:19]=[CH:18][NH:17][C:14]4=[N:15][CH:16]=[C:11]3[CH:10]=[CH:9]2)[CH2:4]1)(=[O:29])=[O:28])[C:20]1[CH:25]=[CH:24][CH:23]=[CH:22][CH:21]=1. (5) Given the reactants Br[C:2]1[CH:7]=[CH:6][C:5]([CH:8]([NH:15][C:16]2[CH:25]=[CH:24][C:19]([C:20]([O:22][CH3:23])=[O:21])=[CH:18][CH:17]=2)[CH2:9][CH2:10][C:11]([F:14])([F:13])[F:12])=[C:4]([CH3:26])[CH:3]=1.C(N(CC)C(C)C)(C)C.[C:36]([O-:39])(=[O:38])C.[Li+].C(OC(=O)C)(=O)C, predict the reaction product. The product is: [CH3:26][C:4]1[CH:3]=[C:2]([CH:7]=[CH:6][C:5]=1[CH:8]([NH:15][C:16]1[CH:25]=[CH:24][C:19]([C:20]([O:22][CH3:23])=[O:21])=[CH:18][CH:17]=1)[CH2:9][CH2:10][C:11]([F:14])([F:13])[F:12])[C:36]([OH:39])=[O:38]. (6) Given the reactants [Si]([O:8][CH2:9][CH2:10][CH:11]1[CH2:16][CH2:15][CH2:14][N:13]([C:17]2[CH:22]=[N:21][C:20]([C:23]3[CH:28]=[CH:27][CH:26]=[CH:25][CH:24]=3)=[C:19]([C:29]3[CH:34]=[CH:33][CH:32]=[CH:31][CH:30]=3)[N:18]=2)[CH2:12]1)(C(C)(C)C)(C)C, predict the reaction product. The product is: [C:23]1([C:20]2[N:21]=[CH:22][C:17]([N:13]3[CH2:14][CH2:15][CH2:16][CH:11]([CH2:10][CH2:9][OH:8])[CH2:12]3)=[N:18][C:19]=2[C:29]2[CH:34]=[CH:33][CH:32]=[CH:31][CH:30]=2)[CH:24]=[CH:25][CH:26]=[CH:27][CH:28]=1. (7) The product is: [C:12]([O:11][C:9]([N:20]1[CH2:21][CH2:22][C:17]([OH:16])([C:23]2[CH:24]=[CH:25][CH:26]=[CH:27][CH:28]=2)[CH2:18][CH2:19]1)=[O:10])([CH3:13])([CH3:14])[CH3:15]. Given the reactants [C:9](O[C:9]([O:11][C:12]([CH3:15])([CH3:14])[CH3:13])=[O:10])([O:11][C:12]([CH3:15])([CH3:14])[CH3:13])=[O:10].[OH:16][C:17]1([C:23]2[CH:28]=[CH:27][CH:26]=[CH:25][CH:24]=2)[CH2:22][CH2:21][NH:20][CH2:19][CH2:18]1, predict the reaction product. (8) Given the reactants Cl[CH2:2][C:3]1[C:4]([O:18][CH3:19])=[N:5][N:6]([C:8]2[CH:9]=[N:10][C:11]([C:14]([F:17])([F:16])[F:15])=[N:12][CH:13]=2)[CH:7]=1.[K][N:21]1[C:29](=[O:30])[C:28]2[C:23](=[CH:24][CH:25]=[CH:26][CH:27]=2)[C:22]1=[O:31], predict the reaction product. The product is: [CH3:19][O:18][C:4]1[C:3]([CH2:2][N:21]2[C:29](=[O:30])[C:28]3[C:23](=[CH:24][CH:25]=[CH:26][CH:27]=3)[C:22]2=[O:31])=[CH:7][N:6]([C:8]2[CH:9]=[N:10][C:11]([C:14]([F:17])([F:16])[F:15])=[N:12][CH:13]=2)[N:5]=1. (9) Given the reactants [C:1]([CH2:3][C@H:4]1[CH2:8][C@H:7](OS(C)(=O)=O)[CH2:6][N:5]1[C:14]([O:16][C:17]([CH3:20])([CH3:19])[CH3:18])=[O:15])#[N:2].[N-:21]=[N+:22]=[N-:23].C([N+](CCCC)(CCCC)CCCC)CCC, predict the reaction product. The product is: [N:21]([C@H:7]1[CH2:6][N:5]([C:14]([O:16][C:17]([CH3:20])([CH3:19])[CH3:18])=[O:15])[C@@H:4]([CH2:3][C:1]#[N:2])[CH2:8]1)=[N+:22]=[N-:23]. (10) Given the reactants [Br:1][C:2]1[CH:7]=[CH:6][C:5]([S:8][CH2:9][C:10](=O)[CH3:11])=[CH:4][CH:3]=1.CCCCCC, predict the reaction product. The product is: [Br:1][C:2]1[CH:7]=[CH:6][C:5]2[S:8][CH:9]=[C:10]([CH3:11])[C:4]=2[CH:3]=1.